This data is from Full USPTO retrosynthesis dataset with 1.9M reactions from patents (1976-2016). The task is: Predict the reactants needed to synthesize the given product. (1) Given the product [C:1]([O:5][C:6]([N:8]1[CH:21]([C:22](=[O:24])[NH:94][C@H:78]([C:77]([O:76][CH3:75])=[O:95])[CH2:79][C:80]2[CH:81]=[CH:82][C:83]([C:86]3[CH:91]=[CH:90][C:89]([C:92]#[N:93])=[CH:88][CH:87]=3)=[CH:84][CH:85]=2)[CH2:20][C:19]2[CH:18]=[C:17]3[C:12]([O:13][C@@H:14]([C:26]4[CH:27]=[CH:28][C:29]([O:32][CH2:33][C:34]5[CH:39]=[CH:38][C:37]([Cl:40])=[C:36]([Cl:41])[CH:35]=5)=[CH:30][CH:31]=4)[CH2:15][N:16]3[CH3:25])=[CH:11][C:10]=2[CH2:9]1)=[O:7])([CH3:2])([CH3:3])[CH3:4], predict the reactants needed to synthesize it. The reactants are: [C:1]([O:5][C:6]([N:8]1[CH:21]([C:22]([OH:24])=O)[CH2:20][C:19]2[CH:18]=[C:17]3[C:12]([O:13][C@@H:14]([C:26]4[CH:31]=[CH:30][C:29]([O:32][CH2:33][C:34]5[CH:39]=[CH:38][C:37]([Cl:40])=[C:36]([Cl:41])[CH:35]=5)=[CH:28][CH:27]=4)[CH2:15][N:16]3[CH3:25])=[CH:11][C:10]=2[CH2:9]1)=[O:7])([CH3:4])([CH3:3])[CH3:2].CN(C(ON1N=NC2C=CC=CC1=2)=[N+](C)C)C.F[P-](F)(F)(F)(F)F.CCN(C(C)C)C(C)C.[CH3:75][O:76][C:77](=[O:95])[C@@H:78]([NH2:94])[CH2:79][C:80]1[CH:85]=[CH:84][C:83]([C:86]2[CH:91]=[CH:90][C:89]([C:92]#[N:93])=[CH:88][CH:87]=2)=[CH:82][CH:81]=1. (2) Given the product [F:1][C:2]1[CH:8]=[C:7]([CH3:9])[CH:6]=[CH:5][C:3]=1[NH:4][C:16]1[C:17]([NH2:22])=[CH:18][CH:19]=[CH:20][CH:21]=1, predict the reactants needed to synthesize it. The reactants are: [F:1][C:2]1[CH:8]=[C:7]([CH3:9])[CH:6]=[CH:5][C:3]=1[NH2:4].C([Li])CCC.F[C:16]1[CH:21]=[CH:20][CH:19]=[CH:18][C:17]=1[N+:22]([O-])=O. (3) Given the product [Cl:1][C:2]1[CH:3]=[C:4]([CH:7]=[C:8]([O:10][C:11]2[C:16](=[O:17])[N:15]([CH2:18][C:19]3[CH:24]=[C:23]([CH:25]([OH:26])[C:47]([F:50])([F:49])[F:48])[C:22](=[O:27])[N:21]([CH2:28][C:29]4[CH:34]=[CH:33][C:32]([O:35][CH3:36])=[CH:31][CH:30]=4)[N:20]=3)[CH:14]=[N:13][C:12]=2[C:37]([F:40])([F:38])[F:39])[CH:9]=1)[C:5]#[N:6], predict the reactants needed to synthesize it. The reactants are: [Cl:1][C:2]1[CH:3]=[C:4]([CH:7]=[C:8]([O:10][C:11]2[C:16](=[O:17])[N:15]([CH2:18][C:19]3[CH:24]=[C:23]([CH:25]=[O:26])[C:22](=[O:27])[N:21]([CH2:28][C:29]4[CH:34]=[CH:33][C:32]([O:35][CH3:36])=[CH:31][CH:30]=4)[N:20]=3)[CH:14]=[N:13][C:12]=2[C:37]([F:40])([F:39])[F:38])[CH:9]=1)[C:5]#[N:6].[F-].[Cs+].[Si]([C:47]([F:50])([F:49])[F:48])(C)(C)C. (4) Given the product [O:3]1[C:11]2[CH:10]=[CH:9][N:8]=[CH:7][C:6]=2[CH:5]=[C:4]1[CH2:12][OH:13], predict the reactants needed to synthesize it. The reactants are: [BH4-].[Na+].[O:3]1[C:11]2[CH:10]=[CH:9][N:8]=[CH:7][C:6]=2[CH:5]=[C:4]1[CH:12]=[O:13]. (5) The reactants are: C[Si]([N-][Si](C)(C)C)(C)C.[Li+].[CH3:11][C:12]1[C:21](=[O:22])[CH2:20][CH2:19][CH:18]2[C:13]=1[CH2:14][CH2:15][N:16]([C:23]([O:25][C:26]([CH3:29])([CH3:28])[CH3:27])=[O:24])[CH2:17]2.Cl[Si](C)(C)C.C([O-])([O-])=O.[Na+].[Na+].[F-].C([N+](CCCC)(CCCC)CCCC)CCC. Given the product [OH:22][C:21]1[C:12]([CH3:11])=[C:13]2[C:18](=[CH:19][CH:20]=1)[CH2:17][N:16]([C:23]([O:25][C:26]([CH3:28])([CH3:27])[CH3:29])=[O:24])[CH2:15][CH2:14]2, predict the reactants needed to synthesize it. (6) The reactants are: [CH:1]([C:3]1[C:4]([O:11][C@@H:12]2[CH2:17][CH2:16][C@@H:15]([CH3:18])[N:14]([C:19]([C:21]3[CH:26]=[CH:25][CH:24]=[CH:23][C:22]=3[N:27]3[N:31]=[CH:30][CH:29]=[N:28]3)=[O:20])[CH2:13]2)=[N:5][CH:6]=[CH:7][C:8]=1[O:9][CH3:10])=C.C1C[O:35]CC1.I([O-])(=O)(=O)=O.[Na+]. Given the product [CH3:10][O:9][C:8]1[CH:7]=[CH:6][N:5]=[C:4]([O:11][C@@H:12]2[CH2:17][CH2:16][C@@H:15]([CH3:18])[N:14]([C:19]([C:21]3[CH:26]=[CH:25][CH:24]=[CH:23][C:22]=3[N:27]3[N:31]=[CH:30][CH:29]=[N:28]3)=[O:20])[CH2:13]2)[C:3]=1[CH:1]=[O:35], predict the reactants needed to synthesize it.